This data is from Catalyst prediction with 721,799 reactions and 888 catalyst types from USPTO. The task is: Predict which catalyst facilitates the given reaction. (1) Reactant: C[O:2][C:3]([C@@H:5]1[CH2:9][CH2:8][CH2:7][N:6]1[CH2:10][C:11]1[C:12]([NH2:18])=[N:13][CH:14]=[C:15]([Br:17])[CH:16]=1)=O.[H-].[Na+]. Product: [Br:17][C:15]1[CH:14]=[N:13][C:12]2[NH:18][C:3](=[O:2])[C@H:5]3[N:6]([CH2:7][CH2:8][CH2:9]3)[CH2:10][C:11]=2[CH:16]=1. The catalyst class is: 58. (2) Reactant: [CH3:1][C:2]1[C:6]([S:7]([NH:10][C@@H:11]([CH2:17][CH2:18][C:19](=[O:36])[N:20]2[CH2:35][CH2:34][C:23]3([CH2:27][N:26]([C:28]4[CH:33]=[CH:32][N:31]=[CH:30][CH:29]=4)[CH2:25][CH2:24]3)[CH2:22][CH2:21]2)[C:12]([O:14]CC)=[O:13])(=[O:9])=[O:8])=[C:5]([CH3:37])[O:4][N:3]=1.[Li+].[OH-]. Product: [CH3:1][C:2]1[C:6]([S:7]([NH:10][C@@H:11]([CH2:17][CH2:18][C:19](=[O:36])[N:20]2[CH2:35][CH2:34][C:23]3([CH2:27][N:26]([C:28]4[CH:29]=[CH:30][N:31]=[CH:32][CH:33]=4)[CH2:25][CH2:24]3)[CH2:22][CH2:21]2)[C:12]([OH:14])=[O:13])(=[O:9])=[O:8])=[C:5]([CH3:37])[O:4][N:3]=1. The catalyst class is: 14. (3) Reactant: Br[C:2]1[CH:7]=[C:6]([O:8][CH3:9])[C:5]([CH:10]2[C:16](=[O:17])[CH:15]3[CH2:18][CH:12]([CH2:13][CH2:14]3)[C:11]2=[O:19])=[C:4]([Cl:20])[CH:3]=1.[CH3:21][Si:22]([CH3:39])([CH3:38])[C:23]#[C:24][Sn](CCCC)(CCCC)CCCC. Product: [Cl:20][C:4]1[CH:3]=[C:2]([C:24]#[C:23][Si:22]([CH3:39])([CH3:38])[CH3:21])[CH:7]=[C:6]([O:8][CH3:9])[C:5]=1[CH:10]1[C:16](=[O:17])[CH:15]2[CH2:18][CH:12]([CH2:13][CH2:14]2)[C:11]1=[O:19]. The catalyst class is: 11. (4) Reactant: [F:1][C:2]1[CH:17]=[CH:16][C:5]([CH2:6][N:7]2[CH2:14][CH:13]3[NH:15][CH:9]([CH2:10][CH2:11][CH2:12]3)[CH2:8]2)=[CH:4][CH:3]=1.[C:18]([O:22][C:23]([NH:25][C:26]1[CH:31]=[C:30]([Cl:32])[CH:29]=[CH:28][C:27]=1/[CH:33]=[CH:34]/[C:35](O)=[O:36])=[O:24])([CH3:21])([CH3:20])[CH3:19].CCN=C=NCCCN(C)C.Cl.Cl. Product: [C:18]([O:22][C:23](=[O:24])[NH:25][C:26]1[CH:31]=[C:30]([Cl:32])[CH:29]=[CH:28][C:27]=1/[CH:33]=[CH:34]/[C:35]([N:15]1[CH:9]2[CH2:10][CH2:11][CH2:12][CH:13]1[CH2:14][N:7]([CH2:6][C:5]1[CH:4]=[CH:3][C:2]([F:1])=[CH:17][CH:16]=1)[CH2:8]2)=[O:36])([CH3:21])([CH3:19])[CH3:20]. The catalyst class is: 2. (5) Reactant: [CH3:1]/[C:2](/[CH2:9][CH2:10][CH2:11][CH2:12][CH2:13][CH2:14][CH2:15][CH2:16][CH2:17][CH3:18])=[CH:3]\[C:4](OCC)=[O:5].CC(C[AlH]CC(C)C)C. Product: [CH3:1]/[C:2](/[CH2:9][CH2:10][CH2:11][CH2:12][CH2:13][CH2:14][CH2:15][CH2:16][CH2:17][CH3:18])=[CH:3]\[CH2:4][OH:5]. The catalyst class is: 11. (6) Reactant: F[C:2]1[CH:7]=[CH:6][C:5]([C:8]2[CH:13]=[CH:12][N:11]=[CH:10][CH:9]=2)=[CH:4][C:3]=1[C:14]([C:16]1[CH:21]=[CH:20][CH:19]=[C:18]([N+:22]([O-:24])=[O:23])[CH:17]=1)=O.[CH2:25]([NH2:28])[CH2:26][NH2:27]. Product: [N+:22]([C:18]1[CH:17]=[C:16]([C:14]2[C:3]3[CH:4]=[C:5]([C:8]4[CH:13]=[CH:12][N:11]=[CH:10][CH:9]=4)[CH:6]=[CH:7][C:2]=3[NH:28][CH2:25][CH2:26][N:27]=2)[CH:21]=[CH:20][CH:19]=1)([O-:24])=[O:23]. The catalyst class is: 8. (7) Reactant: CS(O[CH2:6][C@@H:7]([O:32][CH2:33][CH3:34])[CH2:8][C:9]1[CH:14]=[CH:13][C:12]([O:15][CH2:16][CH2:17][C:18]2[CH:23]=[CH:22][C:21]([NH:24][C:25]([O:27][C:28]([CH3:31])([CH3:30])[CH3:29])=[O:26])=[CH:20][CH:19]=2)=[CH:11][CH:10]=1)(=O)=O.[N-:35]=[N+]=[N-].[Na+].[H-].[H-].[H-].[H-].[Li+].[Al+3]. The catalyst class is: 369. Product: [NH2:35][CH2:6][C@@H:7]([O:32][CH2:33][CH3:34])[CH2:8][C:9]1[CH:14]=[CH:13][C:12]([O:15][CH2:16][CH2:17][C:18]2[CH:23]=[CH:22][C:21]([NH:24][C:25](=[O:26])[O:27][C:28]([CH3:31])([CH3:30])[CH3:29])=[CH:20][CH:19]=2)=[CH:11][CH:10]=1.